Predict which catalyst facilitates the given reaction. From a dataset of Catalyst prediction with 721,799 reactions and 888 catalyst types from USPTO. Reactant: [NH:1]1[C:5]2[CH:6]=[CH:7][CH:8]=[CH:9][C:4]=2[N:3]=[C:2]1[C:10]([C:12]1[CH:17]=[CH:16][C:15]([O:18][C:19]2[C:24](Cl)=[N:23][CH:22]=[CH:21][N:20]=2)=[CH:14][CH:13]=1)=[O:11].[NH:26]1[CH2:31][CH2:30][O:29][CH2:28][CH2:27]1. Product: [NH:1]1[C:5]2[CH:6]=[CH:7][CH:8]=[CH:9][C:4]=2[N:3]=[C:2]1[C:10]([C:12]1[CH:17]=[CH:16][C:15]([O:18][C:19]2[C:24]([N:26]3[CH2:31][CH2:30][O:29][CH2:28][CH2:27]3)=[N:23][CH:22]=[CH:21][N:20]=2)=[CH:14][CH:13]=1)=[O:11]. The catalyst class is: 16.